From a dataset of CYP2D6 inhibition data for predicting drug metabolism from PubChem BioAssay. Regression/Classification. Given a drug SMILES string, predict its absorption, distribution, metabolism, or excretion properties. Task type varies by dataset: regression for continuous measurements (e.g., permeability, clearance, half-life) or binary classification for categorical outcomes (e.g., BBB penetration, CYP inhibition). Dataset: cyp2d6_veith. (1) The drug is N/C(=N\O)c1cn([C@@H]2O[C@@H](CO)[C@H](O)[C@@H]2O)c2ncnc(NO)c12. The result is 0 (non-inhibitor). (2) The drug is CC(C)NC(=O)CC1Nc2c3ccccc3nc(=S)n2C1=O. The result is 0 (non-inhibitor).